From a dataset of Full USPTO retrosynthesis dataset with 1.9M reactions from patents (1976-2016). Predict the reactants needed to synthesize the given product. (1) Given the product [C:1](=[N:9][NH:10][C:11]([NH2:13])=[S:12])([C:4]1[CH:8]=[CH:7][S:6][CH:5]=1)[CH3:2], predict the reactants needed to synthesize it. The reactants are: [C:1]([C:4]1[CH:8]=[CH:7][S:6][CH:5]=1)(=O)[CH3:2].[NH2:9][NH:10][C:11]([NH2:13])=[S:12].C(O)(=O)C. (2) Given the product [F:25][CH:13]1[CH:12]([NH:11][C:3]2[C:2]([NH:1][C:28](=[O:29])[C@H:27]([OH:26])[CH3:31])=[CH:7][N:6]=[C:5]3[CH:8]=[CH:9][S:10][C:4]=23)[CH2:17][CH2:16][N:15]([C:18]([O:20][C:21]([CH3:22])([CH3:24])[CH3:23])=[O:19])[CH2:14]1, predict the reactants needed to synthesize it. The reactants are: [NH2:1][C:2]1[C:3]([NH:11][CH:12]2[CH2:17][CH2:16][N:15]([C:18]([O:20][C:21]([CH3:24])([CH3:23])[CH3:22])=[O:19])[CH2:14][CH:13]2[F:25])=[C:4]2[S:10][CH:9]=[CH:8][C:5]2=[N:6][CH:7]=1.[OH:26][C@H:27]([CH3:31])[C:28](O)=[O:29].C(N(CC)C(C)C)(C)C.F[P-](F)(F)(F)(F)F.C[N+](C)=C(N(C)C)ON1C2N=CC=CC=2N=N1. (3) Given the product [S:12]1[CH:13]=[CH:14][CH:15]=[C:11]1[CH2:10][CH2:9][CH2:8][N:1]1[CH2:5][CH2:4][C@@H:3]([OH:6])[CH2:2]1, predict the reactants needed to synthesize it. The reactants are: [NH:1]1[CH2:5][CH2:4][C@@H:3]([OH:6])[CH2:2]1.Br[CH2:8][CH2:9][CH2:10][C:11]1[S:12][CH:13]=[CH:14][CH:15]=1. (4) Given the product [F:2][C:3]1[CH:31]=[C:30]([CH3:32])[CH:29]=[CH:28][C:4]=1[NH:5][C:6]1[C:7]([C:14]([NH2:1])=[O:15])=[CH:8][N:9]([CH3:13])[C:10](=[O:12])[CH:11]=1, predict the reactants needed to synthesize it. The reactants are: [NH3:1].[F:2][C:3]1[CH:31]=[C:30]([CH3:32])[CH:29]=[CH:28][C:4]=1[NH:5][C:6]1[C:7]([C:14](OC2C(F)=C(F)C(F)=C(F)C=2F)=[O:15])=[CH:8][N:9]([CH3:13])[C:10](=[O:12])[CH:11]=1. (5) Given the product [OH:9][CH2:8][CH2:7][CH:4]1[CH2:5][CH2:6][S:12](=[O:14])(=[O:11])[CH2:2][CH2:3]1, predict the reactants needed to synthesize it. The reactants are: S1[CH2:6][CH2:5][CH:4]([CH2:7][CH2:8][OH:9])[CH2:3][CH2:2]1.O[O:11][S:12]([O-:14])=O.[K+]. (6) Given the product [Br:12][C:13]1[CH:19]=[CH:18][C:16]([NH:17][C:49]([C:47]2[C:46]([O:54][CH2:55][CH:56]([F:58])[F:57])=[CH:45][C:42]3[N:43]([CH3:44])[C:39]([NH:38][C:22]4[CH:23]=[C:24]([CH2:27][NH:28][C:29]([C:31]5([C:34]([F:36])([F:37])[F:35])[CH2:33][CH2:32]5)=[O:30])[CH:25]=[CH:26][C:21]=4[Cl:20])=[N:40][C:41]=3[CH:48]=2)=[O:50])=[CH:15][CH:14]=1, predict the reactants needed to synthesize it. The reactants are: C[Al](C)C.C1(C)C=CC=CC=1.[Br:12][C:13]1[CH:19]=[CH:18][C:16]([NH2:17])=[CH:15][CH:14]=1.[Cl:20][C:21]1[CH:26]=[CH:25][C:24]([CH2:27][NH:28][C:29]([C:31]2([C:34]([F:37])([F:36])[F:35])[CH2:33][CH2:32]2)=[O:30])=[CH:23][C:22]=1[NH:38][C:39]1[N:43]([CH3:44])[C:42]2[CH:45]=[C:46]([O:54][CH2:55][CH:56]([F:58])[F:57])[C:47]([C:49](OCC)=[O:50])=[CH:48][C:41]=2[N:40]=1. (7) Given the product [Cl:15][C:7]1[CH:6]=[CH:5][C:4]([C:1](=[O:3])[CH:2]=[CH:18][N:19]([CH3:21])[CH3:20])=[CH:9][C:8]=1[N:10]([CH3:24])[S:11]([CH3:14])(=[O:13])=[O:12], predict the reactants needed to synthesize it. The reactants are: [C:1]([C:4]1[CH:5]=[CH:6][C:7]([Cl:15])=[C:8]([NH:10][S:11]([CH3:14])(=[O:13])=[O:12])[CH:9]=1)(=[O:3])[CH3:2].CO[CH:18](OC)[N:19]([CH3:21])[CH3:20].[C:24](OCC)(=O)C.